From a dataset of Peptide-MHC class II binding affinity with 134,281 pairs from IEDB. Regression. Given a peptide amino acid sequence and an MHC pseudo amino acid sequence, predict their binding affinity value. This is MHC class II binding data. (1) The peptide sequence is SVGTGNCTTNILEAK. The MHC is DRB1_0301 with pseudo-sequence DRB1_0301. The binding affinity (normalized) is 0.188. (2) The peptide sequence is GFPVRPQVPLRPMTYKGAFDL. The MHC is DRB1_1302 with pseudo-sequence DRB1_1302. The binding affinity (normalized) is 0.248. (3) The peptide sequence is CGSTDEYCSPDHNCQ. The MHC is HLA-DQA10102-DQB10602 with pseudo-sequence HLA-DQA10102-DQB10602. The binding affinity (normalized) is 0.0300. (4) The peptide sequence is CAWTIVRVEILRNFY. The MHC is DRB1_0404 with pseudo-sequence DRB1_0404. The binding affinity (normalized) is 0.403. (5) The peptide sequence is WEQIFSTWLLKPGAG. The MHC is HLA-DPA10103-DPB10201 with pseudo-sequence HLA-DPA10103-DPB10201. The binding affinity (normalized) is 0.615. (6) The peptide sequence is GKAGCQTYKWETFLT. The MHC is DRB1_0101 with pseudo-sequence DRB1_0101. The binding affinity (normalized) is 0.268. (7) The peptide sequence is DMGFDAAAPAPEHQP. The MHC is DRB1_0701 with pseudo-sequence DRB1_0701. The binding affinity (normalized) is 0. (8) The peptide sequence is AYGSFVRTVSLPVGA. The binding affinity (normalized) is 0.574. The MHC is DRB1_1503 with pseudo-sequence QEFFIASGAAVDAIMWPRFDHFDIQAATYHVVFT. (9) The peptide sequence is KPVSKMRMATPLLMQALP. The MHC is HLA-DPA10201-DPB10101 with pseudo-sequence HLA-DPA10201-DPB10101. The binding affinity (normalized) is 0.635. (10) The peptide sequence is IGMTNRATWASHIHL. The MHC is DRB1_0301 with pseudo-sequence DRB1_0301. The binding affinity (normalized) is 0.369.